The task is: Predict the reactants needed to synthesize the given product.. This data is from Full USPTO retrosynthesis dataset with 1.9M reactions from patents (1976-2016). (1) Given the product [CH3:23][C:17]1([CH3:24])[CH2:18][C:19]([CH3:21])([CH3:22])[CH2:20][CH:15]([C:12]2[CH:13]=[CH:14][C:9]([OH:8])=[CH:10][CH:11]=2)[CH2:16]1, predict the reactants needed to synthesize it. The reactants are: C([O:8][C:9]1[CH:14]=[CH:13][C:12]([C:15]2[CH2:20][C:19]([CH3:22])([CH3:21])[CH2:18][C:17]([CH3:24])([CH3:23])[CH:16]=2)=[CH:11][CH:10]=1)C1C=CC=CC=1. (2) Given the product [C:12]([O:1][CH:2]([CH3:6])[C:3]([OH:5])=[O:4])(=[O:14])[CH3:13], predict the reactants needed to synthesize it. The reactants are: [OH:1][CH:2]([CH3:6])[C:3]([OH:5])=[O:4].S(=O)(=O)(O)O.[C:12](O)(=[O:14])[CH3:13]. (3) Given the product [CH3:24][O:25][C@@H:26]1[C@@H:12]([CH2:11][O:10][C:8](=[O:9])[CH2:7][O:6][CH:2]2[CH2:3][CH2:4][CH2:5][O:1]2)[O:53][C@@H:29]([O:30][C:31]2[CH:36]=[C:35]([CH2:37][O:38][CH:39]3[CH2:43][CH2:42][CH2:41][O:40]3)[CH:34]=[CH:33][C:32]=2[CH2:44][C:45]2[CH:46]=[CH:47][C:48]([CH2:51][CH3:52])=[CH:49][CH:50]=2)[C@H:28]([OH:57])[C@H:27]1[OH:58], predict the reactants needed to synthesize it. The reactants are: [O:1]1[CH2:5][CH2:4][CH2:3][CH:2]1[O:6][CH2:7][C:8]([O:10][CH2:11][CH3:12])=[O:9].[OH-].[Na+].CC1C=C(C)C=C(C)N=1.[CH3:24][O:25][C@@H:26]1[C@@H](CO)[O:53][C@@H:29]([O:30][C:31]2[CH:36]=[C:35]([CH2:37][O:38][CH:39]3[CH2:43][CH2:42][CH2:41][O:40]3)[CH:34]=[CH:33][C:32]=2[CH2:44][C:45]2[CH:50]=[CH:49][C:48]([CH2:51][CH3:52])=[CH:47][CH:46]=2)[C@H:28]([OH:57])[C@H:27]1[OH:58].ON1C2C=CC=CC=2N=N1.Cl.C(N=C=NCCCN(C)C)C.Cl. (4) Given the product [CH3:45][S:42]([NH:41][C:38]1[CH:39]=[C:40]2[C:35](=[CH:36][CH:37]=1)[O:34][C:28]1([CH2:29][CH2:30][N:31]([CH2:11][CH2:12][O:13][CH2:14][CH2:15][NH:16][C:17](=[O:23])[O:18][C:19]([CH3:22])([CH3:21])[CH3:20])[CH2:32][CH2:33]1)[CH2:27][C:26]2=[O:25])(=[O:43])=[O:44], predict the reactants needed to synthesize it. The reactants are: C(N(CC)C(C)C)(C)C.Br[CH2:11][CH2:12][O:13][CH2:14][CH2:15][NH:16][C:17](=[O:23])[O:18][C:19]([CH3:22])([CH3:21])[CH3:20].Cl.[O:25]=[C:26]1[C:40]2[C:35](=[CH:36][CH:37]=[C:38]([NH:41][S:42]([CH3:45])(=[O:44])=[O:43])[CH:39]=2)[O:34][C:28]2([CH2:33][CH2:32][NH:31][CH2:30][CH2:29]2)[CH2:27]1.CO. (5) Given the product [Cl:21][C:18]1[CH:19]=[CH:20][C:11]([NH:10][C:6]2[CH:5]=[C:4]3[C:9](=[CH:8][CH:7]=2)[N:1]([C:23]2[CH:28]=[CH:27][CH:26]=[CH:25][N:24]=2)[CH:2]=[CH:3]3)=[C:12]([CH:17]=1)[C:13]([O:15][CH3:16])=[O:14], predict the reactants needed to synthesize it. The reactants are: [NH:1]1[C:9]2[C:4](=[CH:5][C:6]([NH:10][C:11]3[CH:20]=[CH:19][C:18]([Cl:21])=[CH:17][C:12]=3[C:13]([O:15][CH3:16])=[O:14])=[CH:7][CH:8]=2)[CH:3]=[CH:2]1.Br[C:23]1[CH:28]=[CH:27][CH:26]=[CH:25][N:24]=1.P([O-])([O-])([O-])=O.[K+].[K+].[K+].CN[C@@H]1CCCC[C@H]1NC. (6) Given the product [F:11][C:8]1[CH:7]=[CH:6][C:5]([CH:3]([OH:4])[CH:2]([NH:1][C:29](=[O:30])[CH2:28][CH2:27][CH2:26][C:20]2[CH:25]=[CH:24][CH:23]=[CH:22][CH:21]=2)[CH2:12][C:13]2[CH:14]=[CH:15][C:16]([F:19])=[CH:17][CH:18]=2)=[CH:10][CH:9]=1, predict the reactants needed to synthesize it. The reactants are: [NH2:1][CH:2]([CH2:12][C:13]1[CH:18]=[CH:17][C:16]([F:19])=[CH:15][CH:14]=1)[CH:3]([C:5]1[CH:10]=[CH:9][C:8]([F:11])=[CH:7][CH:6]=1)[OH:4].[C:20]1([CH2:26][CH2:27][CH2:28][C:29](O)=[O:30])[CH:25]=[CH:24][CH:23]=[CH:22][CH:21]=1.Cl.C(N=C=NCCCN(C)C)C.ON1C2C=CC=CC=2N=N1.